Task: Predict which catalyst facilitates the given reaction.. Dataset: Catalyst prediction with 721,799 reactions and 888 catalyst types from USPTO (1) Reactant: [C:1]([O:5][C:6]([N:8]1[CH2:12][C@H:11]([CH2:13][NH:14][C:15]2[CH:20]=[CH:19][C:18]([Cl:21])=[CH:17][CH:16]=2)[C@@H:10]([CH2:22][C:23]2[CH:28]=[CH:27][CH:26]=[CH:25][CH:24]=2)[CH2:9]1)=[O:7])([CH3:4])([CH3:3])[CH3:2].[C:29]1([S:35](Cl)(=[O:37])=[O:36])[CH:34]=[CH:33][CH:32]=[CH:31][CH:30]=1.C(N(C(C)C)C(C)C)C. Product: [C:1]([O:5][C:6]([N:8]1[CH2:9][C@@H:10]([CH2:22][C:23]2[CH:24]=[CH:25][CH:26]=[CH:27][CH:28]=2)[C@@H:11]([CH2:13][N:14]([S:35]([C:29]2[CH:34]=[CH:33][CH:32]=[CH:31][CH:30]=2)(=[O:37])=[O:36])[C:15]2[CH:16]=[CH:17][C:18]([Cl:21])=[CH:19][CH:20]=2)[CH2:12]1)=[O:7])([CH3:4])([CH3:2])[CH3:3]. The catalyst class is: 143. (2) Reactant: [CH3:1][O:2][C:3]1[CH:4]=[CH:5][C:6]([N+:11]([O-:13])=[O:12])=[C:7]([CH:10]=1)[CH:8]=[O:9].[CH2:14](O)[CH2:15][OH:16].O.C1(C)C=CC(S(O)(=O)=O)=CC=1. Product: [O:9]1[CH2:14][CH2:15][O:16][CH:8]1[C:7]1[CH:10]=[C:3]([O:2][CH3:1])[CH:4]=[CH:5][C:6]=1[N+:11]([O-:13])=[O:12]. The catalyst class is: 11.